The task is: Predict the product of the given reaction.. This data is from Forward reaction prediction with 1.9M reactions from USPTO patents (1976-2016). (1) Given the reactants [F:1][C:2]1[CH:7]=[CH:6][CH:5]=[CH:4][C:3]=1[N:8]([C:20](=O)[C@@H:21]([NH:24][C:25](=[O:31])[O:26][C:27]([CH3:30])([CH3:29])[CH3:28])[CH2:22][CH3:23])[C:9](=[O:19])[C:10]1[CH:15]=[CH:14][CH:13]=[CH:12][C:11]=1[N+:16]([O-])=O, predict the reaction product. The product is: [F:1][C:2]1[CH:7]=[CH:6][CH:5]=[CH:4][C:3]=1[N:8]1[C:9](=[O:19])[C:10]2[C:11](=[CH:12][CH:13]=[CH:14][CH:15]=2)[N:16]=[C:20]1[C@@H:21]([NH:24][C:25](=[O:31])[O:26][C:27]([CH3:30])([CH3:29])[CH3:28])[CH2:22][CH3:23]. (2) The product is: [ClH:26].[NH2:40][C:36]1[C:37]2[C:32](=[CH:31][C:30]([CH2:29][NH:28][C:9]([C:8]3[C:4]([CH:1]([CH3:3])[CH3:2])=[N:5][N:6]([CH2:12][C:13]4[CH:14]=[CH:15][C:16]([CH2:19][N:20]5[CH:24]=[C:23]([CH3:25])[CH:22]=[N:21]5)=[CH:17][CH:18]=4)[CH:7]=3)=[O:10])=[CH:39][CH:38]=2)[CH:33]=[CH:34][N:35]=1. Given the reactants [CH:1]([C:4]1[C:8]([C:9](O)=[O:10])=[CH:7][N:6]([CH2:12][C:13]2[CH:18]=[CH:17][C:16]([CH2:19][N:20]3[CH:24]=[C:23]([CH3:25])[CH:22]=[N:21]3)=[CH:15][CH:14]=2)[N:5]=1)([CH3:3])[CH3:2].[ClH:26].Cl.[NH2:28][CH2:29][C:30]1[CH:31]=[C:32]2[C:37](=[CH:38][CH:39]=1)[C:36]([NH2:40])=[N:35][CH:34]=[CH:33]2.CN(C(ON1N=NC2C=CC=NC1=2)=[N+](C)C)C.F[P-](F)(F)(F)(F)F.C(N(CC)C(C)C)(C)C, predict the reaction product. (3) Given the reactants C(Br)C1C=CC=CC=1.I[CH2:10][CH2:11][C:12]1[CH:17]=[CH:16][CH:15]=[CH:14][CH:13]=1.[CH3:18][C:19]1[N:20]=[C:21]([N:29]2[CH2:33][CH2:32][NH:31][C:30]2=[O:34])[S:22][C:23]=1[C:24]([O:26][CH2:27][CH3:28])=[O:25], predict the reaction product. The product is: [CH3:18][C:19]1[N:20]=[C:21]([N:29]2[CH2:33][CH2:32][N:31]([CH2:10][CH2:11][C:12]3[CH:17]=[CH:16][CH:15]=[CH:14][CH:13]=3)[C:30]2=[O:34])[S:22][C:23]=1[C:24]([O:26][CH2:27][CH3:28])=[O:25]. (4) Given the reactants [CH3:1][NH:2][CH2:3][CH2:4][C@H:5]([O:11][C:12]1[CH:13]=[CH:14][CH:15]=[C:16]2[CH:21]=[CH:20][CH:19]=[CH:18][C:17]=12)[C:6]1[S:10][CH:9]=[CH:8][CH:7]=1.Cl.[OH-].[Na+], predict the reaction product. The product is: [CH3:1][NH:2][CH2:3][CH2:4][C@H:5]([O:11][C:12]1[CH:13]=[CH:14][CH:15]=[C:16]2[CH:21]=[CH:20][CH:19]=[CH:18][C:17]=12)[C:6]1[S:10][CH:9]=[CH:8][CH:7]=1. (5) Given the reactants C(OC([N:8]1[C:16]2[C:11](=[CH:12][CH:13]=[CH:14][CH:15]=2)[C:10]([CH2:17][CH:18]2[C:27]3[N:23]([C:24]([C:28]4[CH:33]=[CH:32][CH:31]=[CH:30][CH:29]=4)=[N:25][N:26]=3)[C:22]3[CH:34]=[C:35]([F:39])[C:36]([F:38])=[CH:37][C:21]=3[N:20]([CH2:40][C:41](=[O:53])[N:42]([CH2:46][C:47]3[CH:52]=[CH:51][CH:50]=[CH:49][CH:48]=3)[CH:43]([CH3:45])[CH3:44])[C:19]2=[O:54])=[N:9]1)=O)(C)(C)C.Cl, predict the reaction product. The product is: [CH2:46]([N:42]([CH:43]([CH3:45])[CH3:44])[C:41](=[O:53])[CH2:40][N:20]1[C:19](=[O:54])[CH:18]([CH2:17][C:10]2[C:11]3[C:16](=[CH:15][CH:14]=[CH:13][CH:12]=3)[NH:8][N:9]=2)[C:27]2[N:23]([C:24]([C:28]3[CH:29]=[CH:30][CH:31]=[CH:32][CH:33]=3)=[N:25][N:26]=2)[C:22]2[CH:34]=[C:35]([F:39])[C:36]([F:38])=[CH:37][C:21]1=2)[C:47]1[CH:52]=[CH:51][CH:50]=[CH:49][CH:48]=1.